From a dataset of NCI-60 drug combinations with 297,098 pairs across 59 cell lines. Regression. Given two drug SMILES strings and cell line genomic features, predict the synergy score measuring deviation from expected non-interaction effect. (1) Drug 1: CN1CCC(CC1)COC2=C(C=C3C(=C2)N=CN=C3NC4=C(C=C(C=C4)Br)F)OC. Drug 2: C(CC(=O)O)C(=O)CN.Cl. Cell line: BT-549. Synergy scores: CSS=-2.23, Synergy_ZIP=-1.23, Synergy_Bliss=-4.21, Synergy_Loewe=-6.45, Synergy_HSA=-6.42. (2) Drug 1: C1CN1P(=S)(N2CC2)N3CC3. Drug 2: C1=NC(=NC(=O)N1C2C(C(C(O2)CO)O)O)N. Cell line: OVCAR-5. Synergy scores: CSS=15.4, Synergy_ZIP=-3.81, Synergy_Bliss=3.96, Synergy_Loewe=-14.4, Synergy_HSA=-4.90. (3) Drug 1: CS(=O)(=O)C1=CC(=C(C=C1)C(=O)NC2=CC(=C(C=C2)Cl)C3=CC=CC=N3)Cl. Drug 2: C1=NNC2=C1C(=O)NC=N2. Cell line: K-562. Synergy scores: CSS=21.1, Synergy_ZIP=0.290, Synergy_Bliss=4.28, Synergy_Loewe=0.0386, Synergy_HSA=5.10.